This data is from Full USPTO retrosynthesis dataset with 1.9M reactions from patents (1976-2016). The task is: Predict the reactants needed to synthesize the given product. (1) Given the product [C:8]([O:7][C:6](=[O:12])[NH:5][CH2:4][CH2:3][CH2:2][NH:1][CH:35]([C:21]1[N:20]([CH2:13][C:14]2[CH:19]=[CH:18][CH:17]=[CH:16][CH:15]=2)[C:29](=[O:30])[C:28]2[C:23](=[CH:24][C:25]3[CH:34]=[CH:33][CH:32]=[CH:31][C:26]=3[CH:27]=2)[N:22]=1)[CH:36]([CH3:38])[CH3:37])([CH3:9])([CH3:11])[CH3:10], predict the reactants needed to synthesize it. The reactants are: [NH2:1][CH2:2][CH2:3][CH2:4][NH:5][C:6](=[O:12])[O:7][C:8]([CH3:11])([CH3:10])[CH3:9].[CH2:13]([N:20]1[C:29](=[O:30])[C:28]2[C:23](=[CH:24][C:25]3[CH:34]=[CH:33][CH:32]=[CH:31][C:26]=3[CH:27]=2)[N:22]=[C:21]1[CH:35](Br)[CH:36]([CH3:38])[CH3:37])[C:14]1[CH:19]=[CH:18][CH:17]=[CH:16][CH:15]=1. (2) The reactants are: [Br:1][C:2]1[CH:7]=[CH:6][C:5]([NH2:8])=[C:4]([NH2:9])[CH:3]=1.[C:10]([C:13]1[CH:23]=[CH:22][C:16]([O:17][CH2:18][C:19](O)=O)=[CH:15][CH:14]=1)(=[O:12])[NH2:11]. Given the product [Br:1][C:2]1[CH:7]=[CH:6][C:5]2[N:8]=[C:19]([CH2:18][O:17][C:16]3[CH:22]=[CH:23][C:13]([C:10]([NH2:11])=[O:12])=[CH:14][CH:15]=3)[NH:9][C:4]=2[CH:3]=1, predict the reactants needed to synthesize it. (3) Given the product [Cl:23][C:24]1[S:28][C:27]([C:2]2[CH:16]=[CH:15][C:5]3[N:6]=[C:7]([NH:9][C:10]([NH:12][CH2:13][CH3:14])=[O:11])[S:8][C:4]=3[CH:3]=2)=[CH:26][CH:25]=1, predict the reactants needed to synthesize it. The reactants are: Br[C:2]1[CH:16]=[CH:15][C:5]2[N:6]=[C:7]([NH:9][C:10]([NH:12][CH2:13][CH3:14])=[O:11])[S:8][C:4]=2[CH:3]=1.COCCOC.[Cl:23][C:24]1[S:28][C:27](B(O)O)=[CH:26][CH:25]=1.C(=O)([O-])[O-].[Na+].[Na+]. (4) Given the product [Cl:33][C:27]1[C:26]([CH3:34])=[C:25]([NH:24][C@@H:10]([C:11]2[O:12][C:13]([C:16]3[CH:17]=[CH:18][C:19]([C:22]#[N:23])=[CH:20][CH:21]=3)=[N:14][N:15]=2)[C@H:9]([OH:8])[C:35]([F:36])([F:37])[F:38])[CH:32]=[CH:31][C:28]=1[C:29]#[N:30], predict the reactants needed to synthesize it. The reactants are: C([O:8][C@H:9]([C:35]([F:38])([F:37])[F:36])[C@@H:10]([NH:24][C:25]1[CH:32]=[CH:31][C:28]([C:29]#[N:30])=[C:27]([Cl:33])[C:26]=1[CH3:34])[C:11]1[O:12][C:13]([C:16]2[CH:21]=[CH:20][C:19]([C:22]#[N:23])=[CH:18][CH:17]=2)=[N:14][N:15]=1)C1C=CC=CC=1.B(Br)(Br)Br. (5) Given the product [CH3:1][C:2]1[C:7]([CH3:8])=[C:6]([C@H:9]2[CH2:14][CH2:13][N:12]([C:15]([O:17][C:18]([CH3:21])([CH3:19])[CH3:20])=[O:16])[CH2:11][C@H:10]2[C:22]([O:24][CH2:25][CH3:26])=[O:23])[CH:5]=[C:4]([O:27][CH2:28][C:29]2[CH:30]=[CH:31][CH:32]=[CH:33][CH:34]=2)[N:3]=1, predict the reactants needed to synthesize it. The reactants are: [CH3:1][C:2]1[C:7]([CH3:8])=[C:6]([C:9]2[CH2:14][CH2:13][N:12]([C:15]([O:17][C:18]([CH3:21])([CH3:20])[CH3:19])=[O:16])[CH2:11][C:10]=2[C:22]([O:24][CH2:25][CH3:26])=[O:23])[CH:5]=[C:4]([O:27][CH2:28][C:29]2[CH:34]=[CH:33][CH:32]=[CH:31][CH:30]=2)[N:3]=1.[Mg]. (6) Given the product [CH2:23]([N:8]1[C:9]2[C:5](=[C:4]([N+:1]([O-:3])=[O:2])[CH:12]=[C:11]([C:13]([O:15][CH3:16])=[O:14])[CH:10]=2)[CH:6]=[N:7]1)[CH3:24], predict the reactants needed to synthesize it. The reactants are: [N+:1]([C:4]1[CH:12]=[C:11]([C:13]([O:15][CH3:16])=[O:14])[CH:10]=[C:9]2[C:5]=1[CH:6]=[N:7][NH:8]2)([O-:3])=[O:2].C([O-])([O-])=O.[K+].[K+].[CH2:23](I)[CH3:24]. (7) Given the product [C:1]([O:4][C@@H:14]1[C@@H:12]([O:13][C:1](=[O:3])[CH3:2])[C@H:10]([O:11][C:7](=[O:6])[CH3:8])[C@@H:8]([CH2:7][O:6][C:41](=[O:38])[CH3:42])[O:9][CH:16]1[O:17][CH:25]([CH2:26][CH2:27][CH2:28][CH2:29][CH2:30][CH2:31][CH3:32])[CH2:24][CH2:23][CH2:22][CH2:21][CH2:20][CH2:19][CH3:18])(=[O:3])[CH3:2], predict the reactants needed to synthesize it. The reactants are: [C:1]([O:4]O)(=[O:3])[CH3:2].[O:6]=[CH:7][C@@H:8]([C@H:10]([C@@H:12]([C@@H:14]([CH2:16][OH:17])O)[OH:13])[OH:11])[OH:9].[CH3:18][CH2:19][CH2:20][CH2:21][CH2:22][CH2:23][CH2:24][CH:25](O)[CH2:26][CH2:27][CH2:28][CH2:29][CH2:30][CH2:31][CH3:32].B(F)(F)F.[O:38]([CH2:41][CH3:42])CC. (8) Given the product [CH3:2][C:1]1[N:14]([C:15]2[CH:20]=[CH:19][CH:18]=[CH:17][CH:16]=2)[C:11]([CH3:12])=[C:5]([C:6]([O:8][CH2:9][CH3:10])=[O:7])[N:4]=1, predict the reactants needed to synthesize it. The reactants are: [C:1]([NH:4][CH:5]([C:11](=O)[CH3:12])[C:6]([O:8][CH2:9][CH3:10])=[O:7])(=O)[CH3:2].[NH2:14][C:15]1[CH:20]=[CH:19][CH:18]=[CH:17][CH:16]=1.FC(F)(F)C(O)=O.